The task is: Predict the product of the given reaction.. This data is from Forward reaction prediction with 1.9M reactions from USPTO patents (1976-2016). (1) Given the reactants Br[CH:2]([C:4]1[C:13]([C:14]2[CH:19]=[CH:18][CH:17]=[CH:16][CH:15]=2)=[C:12]([Cl:20])[C:11]2[C:6](=[CH:7][CH:8]=[C:9]([F:21])[CH:10]=2)[N:5]=1)[CH3:3].[O:22]=[C:23]1[C:31]2[C:26](=[CH:27][CH:28]=[CH:29][CH:30]=2)[C:25](=[O:32])[N-:24]1.[K+].CCOC(C)=O, predict the reaction product. The product is: [Cl:20][C:12]1[C:11]2[C:6](=[CH:7][CH:8]=[C:9]([F:21])[CH:10]=2)[N:5]=[C:4]([CH:2]([N:24]2[C:25](=[O:32])[C:26]3[C:31](=[CH:30][CH:29]=[CH:28][CH:27]=3)[C:23]2=[O:22])[CH3:3])[C:13]=1[C:14]1[CH:19]=[CH:18][CH:17]=[CH:16][CH:15]=1. (2) Given the reactants [Cl:1][C:2]1[CH:7]=[CH:6][C:5]([C@@H:8]([OH:31])[CH2:9][NH:10][C@@H:11]2[CH2:20][C:19]3[CH:18]=[C:17]([C:21]4[CH:30]=[CH:29][C:24]([C:25]([O:27]C)=[O:26])=[CH:23][CH:22]=4)[CH:16]=[CH:15][C:14]=3[CH2:13][CH2:12]2)=[CH:4][CH:3]=1.[OH-].[Na+:33], predict the reaction product. The product is: [Cl:1][C:2]1[CH:7]=[CH:6][C:5]([C@@H:8]([OH:31])[CH2:9][NH:10][C@@H:11]2[CH2:20][C:19]3[CH:18]=[C:17]([C:21]4[CH:30]=[CH:29][C:24]([C:25]([O-:27])=[O:26])=[CH:23][CH:22]=4)[CH:16]=[CH:15][C:14]=3[CH2:13][CH2:12]2)=[CH:4][CH:3]=1.[Na+:33].